Dataset: Peptide-MHC class II binding affinity with 134,281 pairs from IEDB. Task: Regression. Given a peptide amino acid sequence and an MHC pseudo amino acid sequence, predict their binding affinity value. This is MHC class II binding data. The peptide sequence is APIKEFKAKIVNG. The MHC is HLA-DQA10501-DQB10301 with pseudo-sequence HLA-DQA10501-DQB10301. The binding affinity (normalized) is 0.210.